Dataset: Peptide-MHC class II binding affinity with 134,281 pairs from IEDB. Task: Regression. Given a peptide amino acid sequence and an MHC pseudo amino acid sequence, predict their binding affinity value. This is MHC class II binding data. (1) The peptide sequence is EEIRRIWRQANNGDD. The MHC is DRB1_1501 with pseudo-sequence DRB1_1501. The binding affinity (normalized) is 0.315. (2) The peptide sequence is VFKEKVDTRAKDPPA. The MHC is DRB1_0701 with pseudo-sequence DRB1_0701. The binding affinity (normalized) is 0.